From a dataset of hERG potassium channel inhibition data for cardiac toxicity prediction from Karim et al.. Regression/Classification. Given a drug SMILES string, predict its toxicity properties. Task type varies by dataset: regression for continuous values (e.g., LD50, hERG inhibition percentage) or binary classification for toxic/non-toxic outcomes (e.g., AMES mutagenicity, cardiotoxicity, hepatotoxicity). Dataset: herg_karim. (1) The compound is O=C(NCC1CCN(Cc2ccc(Br)nc2)CC1)c1cc(Cl)cc(Cl)c1. The result is 1 (blocker). (2) The drug is O=C(NCCc1ccccc1-c1cccnc1)c1ccc(OCCC(F)(F)F)nc1. The result is 1 (blocker).